From a dataset of Reaction yield outcomes from USPTO patents with 853,638 reactions. Predict the reaction yield, written as a fraction of the theoretical maximum amount of product (1.0 means a 100% yield; for example, 0.34 means a 34% yield). (1) The reactants are [N:1]([CH:4]([CH2:15][N:16]=[N+]=[N-])[CH2:5][N:6]([CH2:13][CH3:14])[C:7]1[CH:12]=[CH:11][CH:10]=[CH:9][CH:8]=1)=[N+]=[N-]. The catalyst is CO.[Pt](=O)=O. The product is [CH2:13]([N:6]([C:7]1[CH:8]=[CH:9][CH:10]=[CH:11][CH:12]=1)[CH2:5][CH:4]([NH2:1])[CH2:15][NH2:16])[CH3:14]. The yield is 0.980. (2) The product is [Cl:15][CH2:16][C:17]([CH2:19][Cl:20])([NH:7][C:8]1[CH:13]=[CH:12][C:11]([CH3:14])=[CH:10][CH:9]=1)[C:5]#[N:6]. The reactants are C[Si]([C:5]#[N:6])(C)C.[NH2:7][C:8]1[CH:13]=[CH:12][C:11]([CH3:14])=[CH:10][CH:9]=1.[Cl:15][CH2:16][C:17]([CH2:19][Cl:20])=O. The catalyst is C(OCC)(=O)C. The yield is 0.790. (3) The reactants are [F:1][C:2]1[CH:3]=[C:4]2[C:9](=[CH:10][CH:11]=1)[N:8]=[C:7]([NH:12][C:13](=[O:17])OCC)[C:6]([O:18][CH3:19])=[N:5]2.[Cl:20][C:21]1[CH:26]=[CH:25][C:24]([N:27]2[CH2:32][CH2:31][NH:30][CH2:29][CH2:28]2)=[CH:23][CH:22]=1. No catalyst specified. The product is [F:1][C:2]1[CH:3]=[C:4]2[C:9](=[CH:10][CH:11]=1)[N:8]=[C:7]([NH:12][C:13]([N:30]1[CH2:29][CH2:28][N:27]([C:24]3[CH:23]=[CH:22][C:21]([Cl:20])=[CH:26][CH:25]=3)[CH2:32][CH2:31]1)=[O:17])[C:6]([O:18][CH3:19])=[N:5]2. The yield is 0.860. (4) The reactants are C(O[BH-](OC(=O)C)OC(=O)C)(=O)C.[Na+].[CH3:15][CH2:16][O:17][C:18]([CH:20]1[CH2:24][CH2:23][CH:22]([CH:25]=O)[N:21]1[C:27]([O:29][C:30]([CH3:33])([CH3:32])[CH3:31])=[O:28])=[O:19].[C:34]([O:38][C:39](=[O:42])[CH2:40][NH2:41])([CH3:37])([CH3:36])[CH3:35]. The catalyst is ClCCl. The product is [CH3:15][CH2:16][O:17][C:18]([CH:20]1[CH2:24][CH2:23][CH:22]([CH2:25][NH:41][CH2:40][C:39]([O:38][C:34]([CH3:37])([CH3:36])[CH3:35])=[O:42])[N:21]1[C:27]([O:29][C:30]([CH3:33])([CH3:32])[CH3:31])=[O:28])=[O:19]. The yield is 0.470. (5) The reactants are [CH3:1][C:2]([CH3:19])([CH3:18])[C:3]#[C:4][C:5]1[C:10]([F:11])=[CH:9][CH:8]=[CH:7][C:6]=1[NH:12]C(=O)CCC.CC([O-])(C)C.[K+].O. The catalyst is CN(C=O)C. The product is [C:2]([C:3]1[NH:12][C:6]2[C:5]([CH:4]=1)=[C:10]([F:11])[CH:9]=[CH:8][CH:7]=2)([CH3:19])([CH3:18])[CH3:1]. The yield is 0.970. (6) The reactants are Br[C:2]1[CH:3]=[CH:4][C:5]([C:8]([O:10][CH3:11])=[O:9])=[N:6][CH:7]=1.[F:12][C:13]1[CH:18]=[C:17]([CH3:19])[CH:16]=[CH:15][C:14]=1B(O)O.C1(P(C2CCCCC2)C2C=CC=CC=2C2C=CC=CC=2)CCCCC1.[F-].[K+]. The catalyst is C([O-])(=O)C.[Pd+2].C([O-])(=O)C.O1CCOCC1. The product is [CH3:11][O:10][C:8]([C:5]1[CH:4]=[CH:3][C:2]([C:14]2[CH:15]=[CH:16][C:17]([CH3:19])=[CH:18][C:13]=2[F:12])=[CH:7][N:6]=1)=[O:9]. The yield is 0.630. (7) The reactants are CC1(C)[O:6][C@H:5]([CH2:7][O:8][C:9]2[N:14]=[C:13]([NH:15][C:16]([N:18]3[C@@H:24]4[CH2:25][N:21]([CH2:22][CH2:23]4)[C:20]4[CH:26]=[CH:27][C:28]([C:30]5[CH:35]=[CH:34][CH:33]=[C:32]([C:36]([F:39])([F:38])[F:37])[CH:31]=5)=[N:29][C:19]3=4)=[O:17])[CH:12]=[N:11][CH:10]=2)[CH2:4][O:3]1.Cl.O1CCOCC1.CO. The catalyst is C(Cl)Cl.O.C(=O)(O)[O-].[Na+]. The product is [OH:6][C@@H:5]([CH2:4][OH:3])[CH2:7][O:8][C:9]1[N:14]=[C:13]([NH:15][C:16]([N:18]2[C@@H:24]3[CH2:25][N:21]([CH2:22][CH2:23]3)[C:20]3[CH:26]=[CH:27][C:28]([C:30]4[CH:35]=[CH:34][CH:33]=[C:32]([C:36]([F:37])([F:39])[F:38])[CH:31]=4)=[N:29][C:19]2=3)=[O:17])[CH:12]=[N:11][CH:10]=1. The yield is 0.640. (8) The product is [CH3:1][N:2]1[C:3](=[O:24])[C:4]([NH:17][C:18]2[CH:23]=[CH:22][CH:21]=[CH:20][N:19]=2)=[CH:5][C:6]([C:26]2[CH:31]=[CH:30][N:29]=[C:28]([N:32]3[C:44](=[O:45])[C:43]4[S:42][C:41]5[CH2:40][CH2:39][CH2:38][CH2:37][C:36]=5[C:35]=4[CH:34]=[N:33]3)[C:27]=2[CH:46]=[O:47])=[CH:7]1. The catalyst is O.C1C=CC(P(C2C=CC=CC=2)[C-]2C=CC=C2)=CC=1.C1C=CC(P(C2C=CC=CC=2)[C-]2C=CC=C2)=CC=1.Cl[Pd]Cl.[Fe+2].C(#N)C. The yield is 0.880. The reactants are [CH3:1][N:2]1[CH:7]=[C:6](B2OC(C)(C)C(C)(C)O2)[CH:5]=[C:4]([NH:17][C:18]2[CH:23]=[CH:22][CH:21]=[CH:20][N:19]=2)[C:3]1=[O:24].Cl[C:26]1[CH:31]=[CH:30][N:29]=[C:28]([N:32]2[C:44](=[O:45])[C:43]3[S:42][C:41]4[CH2:40][CH2:39][CH2:38][CH2:37][C:36]=4[C:35]=3[CH:34]=[N:33]2)[C:27]=1[CH:46]=[O:47].[O-]P([O-])([O-])=O.[K+].[K+].[K+].C([O-])(=O)C.[Na+].